Dataset: Reaction yield outcomes from USPTO patents with 853,638 reactions. Task: Predict the reaction yield, written as a fraction of the theoretical maximum amount of product (1.0 means a 100% yield; for example, 0.34 means a 34% yield). (1) The reactants are [NH2:1][C:2]1[CH:7]=[CH:6][C:5]([C:8]2[CH:13]=[CH:12][C:11]([S:14]([N:17]([CH3:26])[C@@H:18]([C:22]([O:24][CH3:25])=[O:23])[CH:19]([CH3:21])[CH3:20])(=[O:16])=[O:15])=[CH:10][CH:9]=2)=[CH:4][CH:3]=1.[O:27]1[C:31]2[CH:32]=[CH:33][CH:34]=[CH:35][C:30]=2[CH:29]=[C:28]1[C:36](Cl)=[O:37].C(N(CC)C(C)C)(C)C. The catalyst is ClCCl. The product is [O:27]1[C:31]2[CH:32]=[CH:33][CH:34]=[CH:35][C:30]=2[CH:29]=[C:28]1[C:36]([NH:1][C:2]1[CH:7]=[CH:6][C:5]([C:8]2[CH:9]=[CH:10][C:11]([S:14]([N:17]([CH3:26])[C@@H:18]([C:22]([O:24][CH3:25])=[O:23])[CH:19]([CH3:21])[CH3:20])(=[O:16])=[O:15])=[CH:12][CH:13]=2)=[CH:4][CH:3]=1)=[O:37]. The yield is 0.866. (2) The reactants are [OH:1][C:2]1[CH:10]=[CH:9][C:5]([C:6]([OH:8])=O)=[CH:4][C:3]=1[CH3:11].[NH:12]1[CH2:17][CH2:16][CH2:15][C@@H:14]2[C:18]3[CH:19]=[CH:20][CH:21]=[CH:22][C:23]=3[CH2:24][C@H:13]12.F[P-](F)(F)(F)(F)F.N1(OC(N(C)C)=[N+](C)C)C2N=CC=CC=2N=N1. No catalyst specified. The product is [N:12]1([C:6]([C:5]2[CH:9]=[CH:10][C:2]([OH:1])=[C:3]([CH3:11])[CH:4]=2)=[O:8])[CH2:17][CH2:16][CH2:15][C@@H:14]2[C:18]3[CH:19]=[CH:20][CH:21]=[CH:22][C:23]=3[CH2:24][C@H:13]12. The yield is 0.350. (3) The reactants are Cl[C:2]1[C:11]2[C:6](=[CH:7][C:8]([O:14][CH2:15][CH:16]3[CH2:21][CH2:20][N:19]([CH3:22])[CH2:18][CH2:17]3)=[C:9]([O:12][CH3:13])[CH:10]=2)[N:5]=[CH:4][N:3]=1.[CH3:23][C:24]1[C:33]2[C:28](=[CH:29][C:30]([OH:34])=[CH:31][CH:32]=2)[N:27]=[CH:26][CH:25]=1. No catalyst specified. The product is [CH3:13][O:12][C:9]1[CH:10]=[C:11]2[C:6](=[CH:7][C:8]=1[O:14][CH2:15][CH:16]1[CH2:21][CH2:20][N:19]([CH3:22])[CH2:18][CH2:17]1)[N:5]=[CH:4][N:3]=[C:2]2[O:34][C:30]1[CH:29]=[C:28]2[C:33]([C:24]([CH3:23])=[CH:25][CH:26]=[N:27]2)=[CH:32][CH:31]=1. The yield is 0.900. (4) The reactants are [CH:1]1([C:6]2[NH:14][C:13]3[C:12](=[O:15])[N:11]([CH2:16][CH2:17][CH3:18])[C:10](Cl)=[N:9][C:8]=3[N:7]=2)[CH2:5][CH2:4][CH2:3][CH2:2]1.C([O-])([O-])=O.[K+].[K+].[F:26][C:27]1[CH:28]=[C:29]([OH:34])[CH:30]=[CH:31][C:32]=1[F:33]. The catalyst is CN1CCCC1=O.C(OCC)(=O)C.O. The product is [CH:1]1([C:6]2[NH:14][C:13]3[C:12](=[O:15])[N:11]([CH2:16][CH2:17][CH3:18])[C:10]([O:34][C:29]4[CH:30]=[CH:31][C:32]([F:33])=[C:27]([F:26])[CH:28]=4)=[N:9][C:8]=3[N:7]=2)[CH2:5][CH2:4][CH2:3][CH2:2]1. The yield is 0.190. (5) The reactants are [C:1]([NH:8][C@@H:9]([C:14]([OH:16])=O)[C:10]([CH3:13])([CH3:12])[CH3:11])([O:3][C:4]([CH3:7])([CH3:6])[CH3:5])=[O:2].C1C=CC2N(O)N=NC=2C=1.CCN=C=NCCCN(C)C.Cl.Cl.[CH3:40][C:41]1[N:45]2[C:46](=[O:55])[N:47]([CH:49]3[CH2:54][CH2:53][NH:52][CH2:51][CH2:50]3)[CH2:48][C:44]2=[CH:43][N:42]=1.C1CCN2C(=NCCC2)CC1. The catalyst is C(#N)C.C(N(CC)CC)C. The product is [CH3:13][C:10]([CH3:11])([CH3:12])[C@@H:9]([NH:8][C:1](=[O:2])[O:3][C:4]([CH3:5])([CH3:6])[CH3:7])[C:14]([N:52]1[CH2:51][CH2:50][CH:49]([N:47]2[CH2:48][C:44]3=[CH:43][N:42]=[C:41]([CH3:40])[N:45]3[C:46]2=[O:55])[CH2:54][CH2:53]1)=[O:16]. The yield is 0.920. (6) The reactants are [F:1][C:2]1[C:7]([OH:8])=[CH:6][CH:5]=[C:4]([F:9])[C:3]=1[C:10]1[N:15]=[C:14]([C:16]([O:18][CH3:19])=[O:17])[CH:13]=[CH:12][C:11]=1[F:20].C(=O)([O-])[O-].[Cs+].[Cs+].[CH3:27][O:28][CH2:29][CH2:30]Br. The catalyst is CN(C=O)C.O. The product is [F:1][C:2]1[C:7]([O:8][CH2:30][CH2:29][O:28][CH3:27])=[CH:6][CH:5]=[C:4]([F:9])[C:3]=1[C:10]1[N:15]=[C:14]([C:16]([O:18][CH3:19])=[O:17])[CH:13]=[CH:12][C:11]=1[F:20]. The yield is 0.990.